The task is: Predict the product of the given reaction.. This data is from Forward reaction prediction with 1.9M reactions from USPTO patents (1976-2016). (1) Given the reactants [Cl:1][C:2]1[CH:7]=[CH:6][C:5]([C@H:8]2[N:15]3[C:11]([S:12][C:13]([C:19]([N:21]4[CH2:28][CH2:27][CH2:26][C@H:22]4[C:23](O)=[O:24])=[O:20])=[C:14]3[CH:16]([CH3:18])[CH3:17])=[N:10][C@:9]2([C:30]2[CH:35]=[CH:34][C:33]([Cl:36])=[CH:32][CH:31]=2)[CH3:29])=[CH:4][CH:3]=1.[CH3:37][N:38]([CH3:44])[C@@H:39]1[CH2:43][CH2:42][NH:41][CH2:40]1, predict the reaction product. The product is: [Cl:1][C:2]1[CH:7]=[CH:6][C:5]([C@H:8]2[N:15]3[C:11]([S:12][C:13]([C:19]([N:21]4[CH2:28][CH2:27][CH2:26][C@H:22]4[C:23]([N:41]4[CH2:42][CH2:43][C@@H:39]([N:38]([CH3:44])[CH3:37])[CH2:40]4)=[O:24])=[O:20])=[C:14]3[CH:16]([CH3:17])[CH3:18])=[N:10][C@:9]2([C:30]2[CH:35]=[CH:34][C:33]([Cl:36])=[CH:32][CH:31]=2)[CH3:29])=[CH:4][CH:3]=1. (2) Given the reactants [O-]CC.[Na+].[O:5]1[CH:9]=[CH:8][CH:7]=[C:6]1[C:10]([NH2:12])=[NH:11].[C:13](OCC)(=[O:20])[CH2:14][C:15](OCC)=[O:16], predict the reaction product. The product is: [O:5]1[CH:9]=[CH:8][CH:7]=[C:6]1[C:10]1[N:12]=[C:15]([OH:16])[CH:14]=[C:13]([OH:20])[N:11]=1. (3) Given the reactants [Cl:1][C:2]1[CH:3]=[CH:4][CH:5]=[C:6]2[C:11]=1[C:10]([CH2:12][C:13]1[CH:14]=[CH:15][C:16]([F:22])=[C:17]([CH:21]=1)[C:18]([OH:20])=O)=[N:9][NH:8][C:7]2=[O:23].[CH2:24]([O:26][CH:27]1[CH2:32][CH2:31][NH:30][CH2:29][CH2:28]1)[CH3:25].CCN(C(C)C)C(C)C, predict the reaction product. The product is: [Cl:1][C:2]1[CH:3]=[CH:4][CH:5]=[C:6]2[C:11]=1[C:10]([CH2:12][C:13]1[CH:14]=[CH:15][C:16]([F:22])=[C:17]([C:18]([N:30]3[CH2:31][CH2:32][CH:27]([O:26][CH2:24][CH3:25])[CH2:28][CH2:29]3)=[O:20])[CH:21]=1)=[N:9][NH:8][C:7]2=[O:23]. (4) Given the reactants [NH2:1][C:2]1[N:7]=[C:6]([C:8]2[CH:13]=[CH:12][CH:11]=[CH:10][C:9]=2[F:14])[C:5]([C:15]#[N:16])=[C:4](S(C)=O)[N:3]=1.[N:20]1[CH:25]=[CH:24][CH:23]=[CH:22][C:21]=1[CH2:26][NH2:27], predict the reaction product. The product is: [NH2:1][C:2]1[N:7]=[C:6]([C:8]2[CH:13]=[CH:12][CH:11]=[CH:10][C:9]=2[F:14])[C:5]([C:15]#[N:16])=[C:4]([NH:27][CH2:26][C:21]2[CH:22]=[CH:23][CH:24]=[CH:25][N:20]=2)[N:3]=1. (5) The product is: [CH:1]1([CH2:4][O:5][C:6]2[CH:7]=[C:8]([CH:9]=[CH:10][CH:11]=2)[CH2:12][C:13]2[CH:18]=[C:17]([C:19]3[C:20]([NH2:26])=[N:21][C:22]([NH2:25])=[CH:23][CH:24]=3)[O:15][N:14]=2)[CH2:3][CH2:2]1. Given the reactants [CH:1]1([CH2:4][O:5][C:6]2[CH:7]=[C:8]([CH2:12][C:13](Cl)=[N:14][OH:15])[CH:9]=[CH:10][CH:11]=2)[CH2:3][CH2:2]1.[C:17]([C:19]1[C:20]([NH2:26])=[N:21][C:22]([NH2:25])=[CH:23][CH:24]=1)#[CH:18].C(N(CC)CC)C, predict the reaction product. (6) Given the reactants [F:1][C:2]1[CH:23]=[CH:22][CH:21]=[C:20]([F:24])[C:3]=1[CH2:4][O:5][C:6]1[C:7]2[N:8]([C:13]([C:17]([OH:19])=O)=[C:14]([CH3:16])[N:15]=2)[CH:9]=[C:10]([CH3:12])[CH:11]=1.Cl.C[N:27](C)CCCN=C=NCC.O.ON1C2C=CC=CC=2N=N1.[Cl-].[NH4+].C(N(CC)C(C)C)(C)C, predict the reaction product. The product is: [F:1][C:2]1[CH:23]=[CH:22][CH:21]=[C:20]([F:24])[C:3]=1[CH2:4][O:5][C:6]1[C:7]2[N:8]([C:13]([C:17]([NH2:27])=[O:19])=[C:14]([CH3:16])[N:15]=2)[CH:9]=[C:10]([CH3:12])[CH:11]=1. (7) The product is: [CH3:31][C:21]1[CH:26]=[CH:25][C:24]([S:27]([O:1][CH2:2][CH2:3][CH2:4][NH:5][C:6]2[CH:13]=[CH:12][C:9]([C:10]#[N:11])=[CH:8][CH:7]=2)(=[O:29])=[O:28])=[CH:23][CH:22]=1. Given the reactants [OH:1][CH2:2][CH2:3][CH2:4][NH:5][C:6]1[CH:13]=[CH:12][C:9]([C:10]#[N:11])=[CH:8][CH:7]=1.C(N(CC)CC)C.[C:21]1([CH3:31])[CH:26]=[CH:25][C:24]([S:27](Cl)(=[O:29])=[O:28])=[CH:23][CH:22]=1, predict the reaction product. (8) Given the reactants [Br:1][C:2]1[C:3](N)=[N:4][CH:5]=[C:6]([F:8])[CH:7]=1.N([O-])=O.[Na+].N1C=CC=CC=1.[FH:20], predict the reaction product. The product is: [Br:1][C:2]1[CH:7]=[C:6]([F:8])[C:5]([F:20])=[N:4][CH:3]=1. (9) Given the reactants [O:1]1[C:5]2[CH:6]=[CH:7][CH:8]=[CH:9][C:4]=2[CH:3]=[C:2]1[C:10]1[C:18]2[C:13](=[CH:14][CH:15]=[C:16]([C:19]([OH:21])=O)[CH:17]=2)[N:12](C2CCCCO2)[N:11]=1.F[P-](F)(F)(F)(F)F.N1(OC(N(C)C)=[N+](C)C)C2C=CC=CC=2N=N1.[CH3:52][N:53]([CH3:57])[CH2:54][CH2:55][NH2:56], predict the reaction product. The product is: [O:1]1[C:5]2[CH:6]=[CH:7][CH:8]=[CH:9][C:4]=2[CH:3]=[C:2]1[C:10]1[C:18]2[C:13](=[CH:14][CH:15]=[C:16]([C:19]([NH:56][CH2:55][CH2:54][N:53]([CH3:57])[CH3:52])=[O:21])[CH:17]=2)[NH:12][N:11]=1. (10) Given the reactants [C:1]([O:5][C@@H:6]([C:10]1[C:36]([CH3:37])=[CH:35][C:13]2[N:14]=[C:15]([N:17]3[CH2:22][CH2:21][N:20]([CH3:23])[CH:19]([C:24]4[CH:25]=[C:26]5[C:30](=[CH:31][CH:32]=4)[N:29]([CH3:33])[N:28]=[CH:27]5)[C:18]3=O)[S:16][C:12]=2[C:11]=1[C:38]1[CH:43]=[CH:42][C:41]([Cl:44])=[CH:40][CH:39]=1)[C:7]([OH:9])=[O:8])([CH3:4])([CH3:3])[CH3:2].[C:45](O[C@@H](C1C(C)=CC2N=C(N3CCNC(C4C=C5C(=CC=4)N(C)N=C5)C3)SC=2C=1C1C=CC(Cl)=CC=1)C(OCC)=O)(C)(C)[CH3:46], predict the reaction product. The product is: [C:1]([O:5][C@@H:6]([C:10]1[C:36]([CH3:37])=[CH:35][C:13]2[N:14]=[C:15]([N:17]3[CH2:22][CH2:21][N:20]([CH3:23])[CH:19]([C:24]4[CH:25]=[C:26]5[C:30](=[CH:31][CH:32]=4)[N:29]([CH3:33])[N:28]=[CH:27]5)[CH2:18]3)[S:16][C:12]=2[C:11]=1[C:38]1[CH:39]=[CH:40][C:41]([Cl:44])=[CH:42][CH:43]=1)[C:7]([O:9][CH2:45][CH3:46])=[O:8])([CH3:4])([CH3:2])[CH3:3].